Dataset: Forward reaction prediction with 1.9M reactions from USPTO patents (1976-2016). Task: Predict the product of the given reaction. (1) Given the reactants [Si]([O:8][CH2:9][CH2:10][C:11]1([CH2:14][N:15]2[C:23](=[O:24])[C:22]3[C:17](=[CH:18][CH:19]=[CH:20][CH:21]=3)[C:16]2=[O:25])[CH2:13][CH2:12]1)(C(C)(C)C)(C)C.Cl, predict the reaction product. The product is: [OH:8][CH2:9][CH2:10][C:11]1([CH2:14][N:15]2[C:16](=[O:25])[C:17]3[C:22](=[CH:21][CH:20]=[CH:19][CH:18]=3)[C:23]2=[O:24])[CH2:13][CH2:12]1. (2) The product is: [Cl:1][C:2]1[N:3]=[C:4]([OH:22])[C:5]2[CH:11]=[CH:10][N:9]=[C:8]([C:12]3[CH:17]=[CH:16][CH:15]=[C:14]([N+:18]([O-:20])=[O:19])[CH:13]=3)[C:6]=2[N:7]=1. Given the reactants [Cl:1][C:2]1[N:3]=[C:4](Cl)[C:5]2[CH:11]=[CH:10][N:9]=[C:8]([C:12]3[CH:17]=[CH:16][CH:15]=[C:14]([N+:18]([O-:20])=[O:19])[CH:13]=3)[C:6]=2[N:7]=1.[OH-:22].[Na+], predict the reaction product. (3) Given the reactants [F:1][C:2]1[CH:7]=[C:6]([F:8])[C:5]([F:9])=[CH:4][C:3]=1[CH2:10][C:11]([OH:13])=O.C(N1C=CN=C1)(N1C=CN=C1)=O.[CH3:26][C:27]1([CH3:35])[O:34][C:32](=[O:33])[CH2:31][C:29](=[O:30])[O:28]1, predict the reaction product. The product is: [F:1][C:2]1[CH:7]=[C:6]([F:8])[C:5]([F:9])=[CH:4][C:3]=1[CH2:10][C:11]([CH:31]1[C:32](=[O:33])[O:34][C:27]([CH3:35])([CH3:26])[O:28][C:29]1=[O:30])=[O:13]. (4) Given the reactants [CH:1]1([N:7]2[CH2:13][C:12]([F:15])([F:14])[C:11](=[O:16])[N:10]([CH3:17])[C:9]3[CH:18]=[N:19][C:20]([NH:22][C:23]4[CH:31]=[CH:30][C:26]([C:27](O)=[O:28])=[CH:25][C:24]=4[O:32][CH3:33])=[N:21][C:8]2=3)[CH2:6][CH2:5][CH2:4][CH2:3][CH2:2]1.CN(C(ON1N=NC2C=CC=NC1=2)=[N+](C)C)C.F[P-](F)(F)(F)(F)F.[CH3:58][N:59]([CH3:67])[CH:60]1[CH2:65][CH2:64][CH:63]([NH2:66])[CH2:62][CH2:61]1, predict the reaction product. The product is: [CH:1]1([N:7]2[CH2:13][C:12]([F:14])([F:15])[C:11](=[O:16])[N:10]([CH3:17])[C:9]3[CH:18]=[N:19][C:20]([NH:22][C:23]4[CH:31]=[CH:30][C:26]([C:27]([NH:66][CH:63]5[CH2:64][CH2:65][CH:60]([N:59]([CH3:67])[CH3:58])[CH2:61][CH2:62]5)=[O:28])=[CH:25][C:24]=4[O:32][CH3:33])=[N:21][C:8]2=3)[CH2:6][CH2:5][CH2:4][CH2:3][CH2:2]1. (5) Given the reactants [CH2:1]([O:8][C:9]1[C:10]2[N:11]([C:17]([CH3:21])=[C:18]([CH3:20])[N:19]=2)[CH:12]=[C:13]([CH2:15][OH:16])[CH:14]=1)[C:2]1[CH:7]=[CH:6][CH:5]=[CH:4][CH:3]=1.[H-].[Na+].[CH3:24]I, predict the reaction product. The product is: [CH2:1]([O:8][C:9]1[C:10]2[N:11]([C:17]([CH3:21])=[C:18]([CH3:20])[N:19]=2)[CH:12]=[C:13]([CH2:15][O:16][CH3:24])[CH:14]=1)[C:2]1[CH:3]=[CH:4][CH:5]=[CH:6][CH:7]=1. (6) Given the reactants [OH:1][C:2]1[C:10]([CH3:11])=[CH:9][CH:8]=[C:7]2[C:3]=1[CH2:4][CH2:5][C:6]2=O.[H][H], predict the reaction product. The product is: [CH3:11][C:10]1[CH:9]=[CH:8][C:7]2[CH2:6][CH2:5][CH2:4][C:3]=2[C:2]=1[OH:1].